From a dataset of Full USPTO retrosynthesis dataset with 1.9M reactions from patents (1976-2016). Predict the reactants needed to synthesize the given product. (1) Given the product [OH:1][CH2:2][C:3]1[CH:4]=[C:5]([CH3:42])[C:6]([CH2:22][C:23]2[NH:27][C:26]3[CH:36]=[CH:37][C:38]([C:40]#[N:41])=[CH:39][C:25]=3[N:24]=2)=[C:7]2[C:11]=1[N:10]([S:12]([C:15]1[CH:21]=[CH:20][C:18]([CH3:19])=[CH:17][CH:16]=1)(=[O:14])=[O:13])[CH:9]=[CH:8]2, predict the reactants needed to synthesize it. The reactants are: [OH:1][CH2:2][C:3]1[CH:4]=[C:5]([CH3:42])[C:6]([CH2:22][C:23]2[N:27](COCC[Si](C)(C)C)[C:26]3[CH:36]=[CH:37][C:38]([C:40]#[N:41])=[CH:39][C:25]=3[N:24]=2)=[C:7]2[C:11]=1[N:10]([S:12]([C:15]1[CH:21]=[CH:20][C:18]([CH3:19])=[CH:17][CH:16]=1)(=[O:14])=[O:13])[CH:9]=[CH:8]2.OCC1C=C(C)C(CC2N(COCC[Si](C)(C)C)C3C=C(C#N)C=CC=3N=2)=C2C=1N(S(C1C=CC(C)=CC=1)(=O)=O)C=C2.B(F)(F)F.CCOCC. (2) Given the product [NH2:8][C@H:9]([C:17]([NH:27][C@H:28]([C:37]([O:39][CH2:40][CH3:41])=[O:38])[CH2:29][C:30]1[CH:35]=[CH:34][C:33]([OH:36])=[CH:32][CH:31]=1)=[O:18])[CH2:10][C:11]1[CH:12]=[CH:13][CH:14]=[CH:15][CH:16]=1, predict the reactants needed to synthesize it. The reactants are: CC(OC([NH:8][C@H:9]([C:17](ON1C(=O)CCC1=O)=[O:18])[CH2:10][C:11]1[CH:16]=[CH:15][CH:14]=[CH:13][CH:12]=1)=O)(C)C.[NH:27](Cl)[C@H:28]([C:37]([O:39][CH2:40][CH3:41])=[O:38])[CH2:29][C:30]1[CH:35]=[CH:34][C:33]([OH:36])=[CH:32][CH:31]=1.CN1CCOCC1. (3) Given the product [F:32][C:33]1[CH:37]=[C:36]([CH2:38][OH:39])[S:35][C:34]=1[C:43]([F:44])([F:45])[F:46], predict the reactants needed to synthesize it. The reactants are: C([Li])CCC.CCCCCC.C1C=CC(S(N(S(C2C=CC=CC=2)(=O)=O)F)(=O)=O)=CC=1.[F:32][C:33]1[CH:37]=[C:36]([CH2:38][O:39]COC)[S:35][C:34]=1[C:43]([F:46])([F:45])[F:44].COCOCC1SC(C(F)(F)F)=CC=1.Cl.C(=O)([O-])O.[Na+]. (4) Given the product [CH2:25]([O:23][C:22]([C@H:19]1[CH2:18][CH2:17][C@H:16]([C:14]2[O:13][N:12]=[C:11]([C:8]3[CH:9]=[CH:10][N:5]=[CH:6][CH:7]=3)[N:15]=2)[CH2:21][CH2:20]1)=[O:24])[CH2:26][CH3:27], predict the reactants needed to synthesize it. The reactants are: S(Cl)(Cl)=O.[N:5]1[CH:10]=[CH:9][C:8]([C:11]2[N:15]=[C:14]([C@H:16]3[CH2:21][CH2:20][C@H:19]([C:22]([OH:24])=[O:23])[CH2:18][CH2:17]3)[O:13][N:12]=2)=[CH:7][CH:6]=1.[CH2:25](O)[CH2:26][CH3:27].